From a dataset of Reaction yield outcomes from USPTO patents with 853,638 reactions. Predict the reaction yield, written as a fraction of the theoretical maximum amount of product (1.0 means a 100% yield; for example, 0.34 means a 34% yield). The reactants are [Br:1][C:2]1[CH:3]=[C:4]([CH:8]=[CH:9][C:10]=1[OH:11])[C:5]([OH:7])=[O:6].S(=O)(=O)(O)O.[CH3:17]O. No catalyst specified. The product is [Br:1][C:2]1[CH:3]=[C:4]([CH:8]=[CH:9][C:10]=1[OH:11])[C:5]([O:7][CH3:17])=[O:6]. The yield is 1.00.